From a dataset of Forward reaction prediction with 1.9M reactions from USPTO patents (1976-2016). Predict the product of the given reaction. (1) Given the reactants [CH3:1][C:2]1[CH2:7][CH2:6][CH2:5][C:4]([CH3:9])([CH3:8])[C:3]=1/[CH:10]=[CH:11]/[C:12](/[CH3:22])=[CH:13]/[CH:14]=[CH:15]/[C:16](/[CH3:21])=[CH:17]/[C:18]([OH:20])=O.C(N(CC)CC)C.C(OC(Cl)=O)C(C)C.[NH2:38][C:39]1[CH:44]=[CH:43][C:42]([OH:45])=[CH:41][CH:40]=1.C(=O)([O-])[O-], predict the reaction product. The product is: [CH3:1][C:2]1[CH2:7][CH2:6][CH2:5][C:4]([CH3:8])([CH3:9])[C:3]=1/[CH:10]=[CH:11]/[C:12](/[CH3:22])=[CH:13]/[CH:14]=[CH:15]/[C:16](/[CH3:21])=[CH:17]/[C:18]([NH:38][C:39]1[CH:40]=[CH:41][C:42]([OH:45])=[CH:43][CH:44]=1)=[O:20]. (2) The product is: [Cl:29][C:26]1[CH:27]=[N:28][C:23]([N:20]2[CH2:19][CH2:18][CH:17]([C@H:15]3[CH2:16][C@H:14]3[CH2:13][CH2:12][NH:46][C:42]3[CH:41]=[C:40]4[C:45](=[CH:44][CH:43]=3)[NH:37][N:38]=[CH:39]4)[CH2:22][CH2:21]2)=[N:24][CH:25]=1. Given the reactants CC1C=CC(S(O[CH2:12][CH2:13][C@@H:14]2[CH2:16][C@@H:15]2[CH:17]2[CH2:22][CH2:21][N:20]([C:23]3[N:28]=[CH:27][C:26]([Cl:29])=[CH:25][N:24]=3)[CH2:19][CH2:18]2)(=O)=O)=CC=1.COC1C=CC(C[N:37]2[C:45]3[C:40](=[CH:41][C:42]([NH:46]C(=O)OC(C)(C)C)=[CH:43][CH:44]=3)[CH:39]=[N:38]2)=CC=1.COC1C=CC(CN2C3C(=CC(NC(=O)OC(C)(C)C)=CC=3)CN2)=CC=1.C(=O)([O-])[O-].[Cs+].[Cs+], predict the reaction product. (3) Given the reactants C([O:4][CH2:5][C:6]1[CH:11]=[C:10]([NH:12][CH:13]([C:26]2[CH:31]=[CH:30][CH:29]=[CH:28][CH:27]=2)[C:14]([C:16]2[C:24]3[C:19](=[CH:20][CH:21]=[CH:22][CH:23]=3)[N:18]([CH3:25])[CH:17]=2)=[O:15])[CH:9]=[C:8]([O:32][CH3:33])[CH:7]=1)(=O)C.C(=O)([O-])[O-].[K+].[K+], predict the reaction product. The product is: [OH:4][CH2:5][C:6]1[CH:11]=[C:10]([NH:12][CH:13]([C:26]2[CH:27]=[CH:28][CH:29]=[CH:30][CH:31]=2)[C:14]([C:16]2[C:24]3[C:19](=[CH:20][CH:21]=[CH:22][CH:23]=3)[N:18]([CH3:25])[CH:17]=2)=[O:15])[CH:9]=[C:8]([O:32][CH3:33])[CH:7]=1.